Dataset: Reaction yield outcomes from USPTO patents with 853,638 reactions. Task: Predict the reaction yield, written as a fraction of the theoretical maximum amount of product (1.0 means a 100% yield; for example, 0.34 means a 34% yield). (1) The reactants are Cl.[CH:2]12[NH:8][CH:5]([CH2:6][CH2:7]1)[CH2:4][CH2:3]2.F[C:10]1[CH:15]=[CH:14][C:13]([N+:16]([O-:18])=[O:17])=[C:12]([C:19]([F:22])([F:21])[F:20])[CH:11]=1.C(N(CC)CC)C. The catalyst is C(#N)C. The product is [N+:16]([C:13]1[CH:14]=[CH:15][C:10]([N:8]2[CH:5]3[CH2:6][CH2:7][CH:2]2[CH2:3][CH2:4]3)=[CH:11][C:12]=1[C:19]([F:20])([F:21])[F:22])([O-:18])=[O:17]. The yield is 0.880. (2) The reactants are [NH2:1][C:2]1[CH:7]=[CH:6][C:5]([CH2:8][CH2:9][CH:10]([C:12]2[CH:17]=[CH:16][C:15]([Cl:18])=[C:14]([Cl:19])[CH:13]=2)[OH:11])=[CH:4][C:3]=1[OH:20].Cl[C:22]1[C:30]([N+:31]([O-:33])=[O:32])=[CH:29][C:28]([N+]([O-])=O)=[CH:27][C:23]=1[C:24]([OH:26])=[O:25].C([O-])(=O)C.[Na+].[OH-].[Na+]. The catalyst is O. The product is [Cl:19][C:14]1[CH:13]=[C:12]([C:10](=[O:11])[CH:9]=[CH:8][C:5]2[CH:4]=[C:3]3[C:2](=[CH:7][CH:6]=2)[NH:1][C:27]2[C:23]([C:24]([OH:26])=[O:25])=[CH:22][C:30]([N+:31]([O-:33])=[O:32])=[CH:29][C:28]=2[O:20]3)[CH:17]=[CH:16][C:15]=1[Cl:18]. The yield is 0.170. (3) The reactants are [NH2:1][CH:2]1[CH2:7][CH2:6][N:5]([C:8]2[CH:13]=[CH:12][C:11]([N:14]3[CH2:18][C@H:17]([CH2:19][NH:20][C:21](=[O:23])[CH3:22])[O:16][C:15]3=[O:24])=[CH:10][C:9]=2[F:25])[CH2:4][CH2:3]1.CO[CH:28]1[CH2:32][CH2:31][CH:30](OC)O1. The catalyst is C(O)(=O)C.O.ClC(Cl)C. The product is [N:1]1([CH:2]2[CH2:3][CH2:4][N:5]([C:8]3[CH:13]=[CH:12][C:11]([N:14]4[CH2:18][C@H:17]([CH2:19][NH:20][C:21](=[O:23])[CH3:22])[O:16][C:15]4=[O:24])=[CH:10][C:9]=3[F:25])[CH2:6][CH2:7]2)[CH:28]=[CH:32][CH:31]=[CH:30]1. The yield is 0.700. (4) The reactants are C[O:2][C:3](=[O:24])[C:4]1[CH:9]=[CH:8][CH:7]=[C:6]([NH:10][C:11]([C:13]2[N:14]=[CH:15][C:16]3[C:21]([CH:22]=2)=[CH:20][CH:19]=[CH:18][CH:17]=3)=O)[C:5]=1[NH2:23].C([O-])(C)=O.[NH4+]. The catalyst is CC(O)=O. The product is [CH:15]1[C:16]2[C:21](=[CH:20][CH:19]=[CH:18][CH:17]=2)[CH:22]=[C:13]([C:11]2[NH:10][C:6]3[CH:7]=[CH:8][CH:9]=[C:4]([C:3]([OH:2])=[O:24])[C:5]=3[N:23]=2)[N:14]=1. The yield is 0.550. (5) The reactants are [C:1]([NH:4][C:5]1[S:6][CH:7]=[C:8]([C:10]([OH:12])=O)[N:9]=1)(=[O:3])[CH3:2].C(N1C=CN=C1)(N1C=CN=C1)=O.[NH:25]([C:34]([O:36][CH2:37][CH2:38][C:39]1[CH:44]=[CH:43][C:42]([NH2:45])=[CH:41][CH:40]=1)=[O:35])[NH:26][C:27]([O:29][C:30]([CH3:33])([CH3:32])[CH3:31])=[O:28].O. The catalyst is CN(C)C=O.C(OCC)(=O)C. The product is [NH:25]([C:34]([O:36][CH2:37][CH2:38][C:39]1[CH:44]=[CH:43][C:42]([NH:45][C:10]([C:8]2[N:9]=[C:5]([NH:4][C:1](=[O:3])[CH3:2])[S:6][CH:7]=2)=[O:12])=[CH:41][CH:40]=1)=[O:35])[NH:26][C:27]([O:29][C:30]([CH3:32])([CH3:33])[CH3:31])=[O:28]. The yield is 0.791. (6) The reactants are [CH2:1]([O:3][C:4](=[O:22])[C:5]1[CH:10]=[C:9]([C:11]2[C:20]3[C:15](=[CH:16][CH:17]=[C:18](Br)[CH:19]=3)[N:14]=[CH:13][N:12]=2)[CH:8]=[N:7][CH:6]=1)[CH3:2].[CH3:23][O:24][C:25]1[CH:30]=[CH:29][C:28](B(O)O)=[CH:27][N:26]=1.COCCOC.C([O-])([O-])=O.[Na+].[Na+]. The product is [CH2:1]([O:3][C:4](=[O:22])[C:5]1[CH:10]=[C:9]([C:11]2[C:20]3[C:15](=[CH:16][CH:17]=[C:18]([C:28]4[CH:27]=[N:26][C:25]([O:24][CH3:23])=[CH:30][CH:29]=4)[CH:19]=3)[N:14]=[CH:13][N:12]=2)[CH:8]=[N:7][CH:6]=1)[CH3:2]. The catalyst is CCOC(C)=O.C1C=CC([P]([Pd]([P](C2C=CC=CC=2)(C2C=CC=CC=2)C2C=CC=CC=2)([P](C2C=CC=CC=2)(C2C=CC=CC=2)C2C=CC=CC=2)[P](C2C=CC=CC=2)(C2C=CC=CC=2)C2C=CC=CC=2)(C2C=CC=CC=2)C2C=CC=CC=2)=CC=1. The yield is 0.780. (7) The reactants are [N:1]1[CH:6]=[CH:5][C:4]([C:7]2[O:11][CH:10]=[N:9][C:8]=2[C:12]2[CH:17]=[CH:16][C:15]([OH:18])=[CH:14][CH:13]=2)=[CH:3][CH:2]=1.[F-].[Cs+].Cl[CH2:22][C:23]1[CH:32]=[CH:31][C:30]2[C:25](=[CH:26][CH:27]=[CH:28][CH:29]=2)[N:24]=1. The catalyst is CN(C=O)C. The product is [N:1]1[CH:2]=[CH:3][C:4]([C:7]2[O:11][CH:10]=[N:9][C:8]=2[C:12]2[CH:17]=[CH:16][C:15]([O:18][CH2:22][C:23]3[CH:32]=[CH:31][C:30]4[C:25](=[CH:26][CH:27]=[CH:28][CH:29]=4)[N:24]=3)=[CH:14][CH:13]=2)=[CH:5][CH:6]=1. The yield is 0.200. (8) The reactants are [C:1]1([C:7]2[N:11]([C:12]3[CH:13]=C([CH:17]=[CH:18][N:19]=3)C#N)[N:10]=[CH:9][CH:8]=2)[CH:6]=[CH:5][CH:4]=[CH:3][CH:2]=1.[OH-:20].[Na+].[CH3:22][CH2:23][OH:24]. The catalyst is O. The product is [C:1]1([C:7]2[N:11]([C:12]3[CH:13]=[C:22]([CH:17]=[CH:18][N:19]=3)[C:23]([OH:20])=[O:24])[N:10]=[CH:9][CH:8]=2)[CH:6]=[CH:5][CH:4]=[CH:3][CH:2]=1. The yield is 0.550. (9) The reactants are [NH2:1][C:2]1[C:3]2[N:4]([C:8]([C@H:30]3[CH2:40][N:34]4[C:35](=[O:39])[CH2:36][NH:37][CH2:38][C@@H:33]4[CH2:32][CH2:31]3)=[N:9][C:10]=2[C:11]2[CH:29]=[CH:28][C:14]([C:15]([NH:17][C:18]3[CH:23]=[C:22]([C:24]([F:27])([F:26])[F:25])[CH:21]=[CH:20][N:19]=3)=[O:16])=[CH:13][CH:12]=2)[CH:5]=[CH:6][N:7]=1.C([O-])(O)=O.[Na+].Br[CH2:47][C:48]([O:50][CH3:51])=[O:49].O. The catalyst is CN(C=O)C. The product is [NH2:1][C:2]1[C:3]2[N:4]([C:8]([C@H:30]3[CH2:40][N:34]4[C:35](=[O:39])[CH2:36][N:37]([CH2:47][C:48]([O:50][CH3:51])=[O:49])[CH2:38][C@@H:33]4[CH2:32][CH2:31]3)=[N:9][C:10]=2[C:11]2[CH:29]=[CH:28][C:14]([C:15](=[O:16])[NH:17][C:18]3[CH:23]=[C:22]([C:24]([F:25])([F:27])[F:26])[CH:21]=[CH:20][N:19]=3)=[CH:13][CH:12]=2)[CH:5]=[CH:6][N:7]=1. The yield is 0.690.